Task: Predict which catalyst facilitates the given reaction.. Dataset: Catalyst prediction with 721,799 reactions and 888 catalyst types from USPTO The catalyst class is: 7. Product: [F:1][C:2]1[CH:3]=[C:4]([N:8]2[C:16]3[C:11](=[CH:12][CH:13]=[CH:14][CH:15]=3)[CH:10]=[C:9]2[C:17](=[O:18])[CH3:23])[CH:5]=[CH:6][CH:7]=1. Reactant: [F:1][C:2]1[CH:3]=[C:4]([N:8]2[C:16]3[C:11](=[CH:12][CH:13]=[CH:14][CH:15]=3)[CH:10]=[C:9]2[C:17](N(OC)C)=[O:18])[CH:5]=[CH:6][CH:7]=1.[CH3:23][Mg]Br.